This data is from NCI-60 drug combinations with 297,098 pairs across 59 cell lines. The task is: Regression. Given two drug SMILES strings and cell line genomic features, predict the synergy score measuring deviation from expected non-interaction effect. Drug 1: CC1C(C(CC(O1)OC2CC(CC3=C2C(=C4C(=C3O)C(=O)C5=C(C4=O)C(=CC=C5)OC)O)(C(=O)C)O)N)O.Cl. Drug 2: C1=NC2=C(N=C(N=C2N1C3C(C(C(O3)CO)O)F)Cl)N. Cell line: SW-620. Synergy scores: CSS=35.0, Synergy_ZIP=-5.65, Synergy_Bliss=-3.08, Synergy_Loewe=-5.64, Synergy_HSA=-1.32.